From a dataset of Peptide-MHC class I binding affinity with 185,985 pairs from IEDB/IMGT. Regression. Given a peptide amino acid sequence and an MHC pseudo amino acid sequence, predict their binding affinity value. This is MHC class I binding data. (1) The peptide sequence is CLSPVVAGL. The MHC is HLA-B27:03 with pseudo-sequence HLA-B27:03. The binding affinity (normalized) is 0.0847. (2) The MHC is HLA-B35:01 with pseudo-sequence HLA-B35:01. The peptide sequence is SLQTIASKK. The binding affinity (normalized) is 0. (3) The peptide sequence is SQELAELLEM. The MHC is HLA-A02:01 with pseudo-sequence HLA-A02:01. The binding affinity (normalized) is 0.295.